From a dataset of Reaction yield outcomes from USPTO patents with 853,638 reactions. Predict the reaction yield, written as a fraction of the theoretical maximum amount of product (1.0 means a 100% yield; for example, 0.34 means a 34% yield). The product is [CH3:30][C:10]1([CH3:31])[CH2:9][C:8]2[C:13](=[CH:14][CH:15]=[C:6]([C:4]([OH:5])=[O:3])[CH:7]=2)[NH:12][CH:11]1[C:16]1[CH:21]=[CH:20][CH:19]=[C:18]([NH:22][C:23]([N:25]2[CH2:29][CH2:28][CH2:27][CH2:26]2)=[O:24])[CH:17]=1. The reactants are C([O:3][C:4]([C:6]1[CH:7]=[C:8]2[C:13](=[CH:14][CH:15]=1)[NH:12][CH:11]([C:16]1[CH:21]=[CH:20][CH:19]=[C:18]([NH:22][C:23]([N:25]3[CH2:29][CH2:28][CH2:27][CH2:26]3)=[O:24])[CH:17]=1)[C:10]([CH3:31])([CH3:30])[CH2:9]2)=[O:5])C.Cl. The yield is 0.440. The catalyst is CO.O1CCCC1.[OH-].[Na+].O.